Dataset: Full USPTO retrosynthesis dataset with 1.9M reactions from patents (1976-2016). Task: Predict the reactants needed to synthesize the given product. Given the product [C:29]([C:26]1[CH:27]=[CH:28][C:23]([O:22][C:19]2[CH:18]=[CH:17][CH:16]=[C:15]3[C:20]=2[CH:21]=[C:12]([C:10]([NH:9][C@@H:4]([C:5]([CH3:8])([CH3:7])[CH3:6])[C:3]([OH:39])=[O:2])=[O:11])[N:13]=[C:14]3[CH2:33][CH:34]2[CH2:38][CH2:37][CH2:36][CH2:35]2)=[CH:24][CH:25]=1)([CH3:32])([CH3:30])[CH3:31], predict the reactants needed to synthesize it. The reactants are: C[O:2][C:3](=[O:39])[C@@H:4]([NH:9][C:10]([C:12]1[N:13]=[C:14]([CH2:33][CH:34]2[CH2:38][CH2:37][CH2:36][CH2:35]2)[C:15]2[C:20]([CH:21]=1)=[C:19]([O:22][C:23]1[CH:28]=[CH:27][C:26]([C:29]([CH3:32])([CH3:31])[CH3:30])=[CH:25][CH:24]=1)[CH:18]=[CH:17][CH:16]=2)=[O:11])[C:5]([CH3:8])([CH3:7])[CH3:6].[Li+].[OH-].